This data is from Reaction yield outcomes from USPTO patents with 853,638 reactions. The task is: Predict the reaction yield, written as a fraction of the theoretical maximum amount of product (1.0 means a 100% yield; for example, 0.34 means a 34% yield). (1) The catalyst is ClCCl. The product is [Br:12][C:10]1[CH:9]=[CH:8][C:3]([C:4]([O:6][CH3:7])=[O:5])=[C:2]([N:1]=[C:18]=[S:19])[CH:11]=1. The reactants are [NH2:1][C:2]1[CH:11]=[C:10]([Br:12])[CH:9]=[CH:8][C:3]=1[C:4]([O:6][CH3:7])=[O:5].C([O-])(O)=O.[Na+].[C:18](Cl)(Cl)=[S:19]. The yield is 0.615. (2) The reactants are [NH2:1][C@@H:2]([CH2:33][C:34]1[CH:39]=[CH:38][CH:37]=[CH:36][CH:35]=1)[C@@H:3]([OH:32])[CH2:4][C@@H:5]([NH:19][C:20]([C@@H:22]([NH:27][C:28](=[O:31])[O:29][CH3:30])[C:23]([CH3:26])([CH3:25])[CH3:24])=[O:21])[CH2:6][C:7]1[CH:12]=[CH:11][C:10]([C:13]2[CH:18]=[CH:17][CH:16]=[CH:15][N:14]=2)=[CH:9][CH:8]=1.[CH2:40]([N:47]1[CH2:51][CH2:50][N:49]([C@@H:52]([C:56]([CH3:59])([CH3:58])[CH3:57])[C:53](O)=[O:54])[C:48]1=[O:60])[C:41]1[CH:46]=[CH:45][CH:44]=[CH:43][CH:42]=1.CCOP(ON1N=NC2C=CC=CC=2C1=O)(OCC)=O.C(N(CC)C(C)C)(C)C. The catalyst is C1COCC1. The product is [CH2:40]([N:47]1[CH2:51][CH2:50][N:49]([C@@H:52]([C:56]([CH3:58])([CH3:57])[CH3:59])[C:53]([NH:1][C@@H:2]([CH2:33][C:34]2[CH:35]=[CH:36][CH:37]=[CH:38][CH:39]=2)[C@@H:3]([OH:32])[CH2:4][C@@H:5]([NH:19][C:20]([C@@H:22]([NH:27][C:28](=[O:31])[O:29][CH3:30])[C:23]([CH3:26])([CH3:25])[CH3:24])=[O:21])[CH2:6][C:7]2[CH:12]=[CH:11][C:10]([C:13]3[CH:18]=[CH:17][CH:16]=[CH:15][N:14]=3)=[CH:9][CH:8]=2)=[O:54])[C:48]1=[O:60])[C:41]1[CH:42]=[CH:43][CH:44]=[CH:45][CH:46]=1. The yield is 0.730. (3) The reactants are [C:1]([NH2:9])(=[O:8])[C:2]1[CH:7]=[CH:6][CH:5]=[CH:4][CH:3]=1.CO[CH:12](OC)[N:13]([CH3:15])[CH3:14]. The catalyst is O1CCOCC1. The product is [CH3:12][N:13]([CH:15]=[N:9][C:1](=[O:8])[C:2]1[CH:7]=[CH:6][CH:5]=[CH:4][CH:3]=1)[CH3:14]. The yield is 0.950. (4) The yield is 0.260. The reactants are [C:1]([C:3]1[CH:4]=[N:5][CH:6]=[C:7]([CH:20]=1)[C:8]([N:10]=[S:11]([CH3:19])(=[O:18])[C:12]1[CH:17]=[CH:16][CH:15]=[CH:14][CH:13]=1)=[O:9])#[CH:2].Br[C:22]1[S:26][C:25]([NH:27][C:28](=[O:35])[C:29]2[CH:34]=[CH:33][CH:32]=[CH:31][CH:30]=2)=[N:24][CH:23]=1. No catalyst specified. The product is [C:28]([NH:27][C:25]1[S:26][C:22]([C:2]#[C:1][C:3]2[CH:4]=[N:5][CH:6]=[C:7]([CH:20]=2)[C:8]([N:10]=[S:11]([CH3:19])(=[O:18])[C:12]2[CH:13]=[CH:14][CH:15]=[CH:16][CH:17]=2)=[O:9])=[CH:23][N:24]=1)(=[O:35])[C:29]1[CH:30]=[CH:31][CH:32]=[CH:33][CH:34]=1. (5) The reactants are C[O:2][C:3]1[C:4](=O)[CH:5]([C:11](=O)[C:12]([O:14][CH2:15][CH3:16])=[O:13])[CH2:6][C:7]([CH3:10])([CH3:9])[CH:8]=1.[CH3:19][NH:20][NH2:21]. The catalyst is C(O)(=O)C.O. The product is [CH3:19][N:20]1[C:4]2[C:3](=[O:2])[CH2:8][C:7]([CH3:10])([CH3:9])[CH2:6][C:5]=2[C:11]([C:12]([O:14][CH2:15][CH3:16])=[O:13])=[N:21]1. The yield is 0.676.